From a dataset of Reaction yield outcomes from USPTO patents with 853,638 reactions. Predict the reaction yield, written as a fraction of the theoretical maximum amount of product (1.0 means a 100% yield; for example, 0.34 means a 34% yield). (1) The reactants are Cl.[NH2:2][C:3]1[C:12]2[N:13]=[C:14]([CH2:37][CH2:38][O:39][CH3:40])[N:15]([CH2:16][CH2:17][CH2:18][N:19]([CH2:24][C:25]3[CH:26]=[C:27]([CH:34]=[CH:35][CH:36]=3)[O:28][CH2:29][C:30]([O:32][CH3:33])=[O:31])[C:20](=[O:23])[CH2:21]Cl)[C:11]=2[C:10]2[CH:9]=[CH:8][CH:7]=[CH:6][C:5]=2[N:4]=1.[NH:41]1[CH2:46][CH2:45][CH2:44][CH2:43][CH2:42]1. No catalyst specified. The product is [NH2:2][C:3]1[C:12]2[N:13]=[C:14]([CH2:37][CH2:38][O:39][CH3:40])[N:15]([CH2:16][CH2:17][CH2:18][N:19]([CH2:24][C:25]3[CH:26]=[C:27]([CH:34]=[CH:35][CH:36]=3)[O:28][CH2:29][C:30]([O:32][CH3:33])=[O:31])[C:20](=[O:23])[CH2:21][N:41]3[CH2:46][CH2:45][CH2:44][CH2:43][CH2:42]3)[C:11]=2[C:10]2[CH:9]=[CH:8][CH:7]=[CH:6][C:5]=2[N:4]=1. The yield is 0.740. (2) The reactants are [CH2:1]([O:8][C:9]([N:11]([CH2:25][C:26]1[CH:31]=[CH:30][CH:29]=[C:28]([C:32]([F:35])([F:34])[F:33])[CH:27]=1)[C:12]1[C:17](=[O:18])[N:16]2[C@H:19]([C:22](O)=[O:23])[CH2:20][CH2:21][C:15]2=[N:14][CH:13]=1)=[O:10])[C:2]1[CH:7]=[CH:6][CH:5]=[CH:4][CH:3]=1.[C:36]([O:40][C:41](=[O:53])[NH:42][C:43]([C:45]1[CH:50]=[CH:49][C:48]([CH2:51][NH2:52])=[CH:47][CH:46]=1)=[NH:44])([CH3:39])([CH3:38])[CH3:37].C([O-])(O)=O.[Na+].C1C=NC2N(O)N=NC=2C=1.CCN=C=NCCCN(C)C. The catalyst is CCOC(C)=O.C(Cl)Cl.CN(C=O)C. The product is [C:36]([O:40][C:41]([NH:42][C:43](=[NH:44])[C:45]1[CH:46]=[CH:47][C:48]([CH2:51][NH:52][C:22]([C@H:19]2[N:16]3[C:17](=[O:18])[C:12]([N:11]([CH2:25][C:26]4[CH:31]=[CH:30][CH:29]=[C:28]([C:32]([F:34])([F:35])[F:33])[CH:27]=4)[C:9](=[O:10])[O:8][CH2:1][C:2]4[CH:3]=[CH:4][CH:5]=[CH:6][CH:7]=4)=[CH:13][N:14]=[C:15]3[CH2:21][CH2:20]2)=[O:23])=[CH:49][CH:50]=1)=[O:53])([CH3:39])([CH3:37])[CH3:38]. The yield is 0.790. (3) The reactants are Cl[C:2]1[CH:9]=[CH:8][C:5]([C:6]#[N:7])=[C:4]([O:10][CH:11]([CH3:13])[CH3:12])[N:3]=1.[B:14]1([OH:24])[C:18]2[CH:19]=[CH:20][C:21]([OH:23])=[CH:22][C:17]=2[CH2:16][O:15]1.C(=O)([O-])[O-].[K+].[K+]. The product is [OH:24][B:14]1[C:18]2[CH:19]=[CH:20][C:21]([O:23][C:2]3[CH:9]=[CH:8][C:5]([C:6]#[N:7])=[C:4]([O:10][CH:11]([CH3:13])[CH3:12])[N:3]=3)=[CH:22][C:17]=2[CH2:16][O:15]1. The yield is 0.210. The catalyst is CN(C=O)C. (4) The reactants are Br[C:2]1[CH:7]=[CH:6][C:5]([C:8]2([CH2:12][OH:13])[CH2:11][CH2:10][CH2:9]2)=[C:4]([O:14][CH3:15])[CH:3]=1.[Cl:16][C:17]1[CH:25]=[C:24]2[C:20]([C:21]([C:26]([O:28][CH3:29])=[O:27])=[CH:22][NH:23]2)=[CH:19][C:18]=1B1OCC(C)(C)CO1.C(=O)([O-])[O-].[K+].[K+]. The catalyst is O1CCOCC1.O. The product is [Cl:16][C:17]1[CH:25]=[C:24]2[C:20]([C:21]([C:26]([O:28][CH3:29])=[O:27])=[CH:22][NH:23]2)=[CH:19][C:18]=1[C:2]1[CH:7]=[CH:6][C:5]([C:8]2([CH2:12][OH:13])[CH2:11][CH2:10][CH2:9]2)=[C:4]([O:14][CH3:15])[CH:3]=1. The yield is 0.830. (5) The reactants are [CH2:1]([C:3]1[CH:11]=[C:6]2[CH:7]=[CH:8][CH:9]=[CH:10][N:5]2[N:4]=1)[CH3:2].[I-:12].[Na+].ClN1C(=O)CCC1=O. The catalyst is C(OCC)(=O)C.O. The product is [CH2:1]([C:3]1[C:11]([I:12])=[C:6]2[CH:7]=[CH:8][CH:9]=[CH:10][N:5]2[N:4]=1)[CH3:2]. The yield is 0.989. (6) The reactants are [CH3:1][N:2]1[C:7](=[O:8])[C:6]([NH:9][C:10]2[CH:19]=[C:13]3[CH2:14][N:15]([CH3:18])[CH2:16][CH2:17][N:12]3[N:11]=2)=[CH:5][C:4]([C:20]2[CH:25]=[CH:24][N:23]=[C:22]([N:26]3[C:38](=[O:39])[C:37]4[S:36][C:35]5[CH2:34][CH2:33][CH2:32][CH2:31][C:30]=5[C:29]=4[CH:28]=[N:27]3)[C:21]=2[CH:40]=[O:41])=[CH:3]1.[BH4-].[Na+]. The catalyst is CO. The product is [OH:41][CH2:40][C:21]1[C:22]([N:26]2[C:38](=[O:39])[C:37]3[S:36][C:35]4[CH2:34][CH2:33][CH2:32][CH2:31][C:30]=4[C:29]=3[CH:28]=[N:27]2)=[N:23][CH:24]=[CH:25][C:20]=1[C:4]1[CH:5]=[C:6]([NH:9][C:10]2[CH:19]=[C:13]3[CH2:14][N:15]([CH3:18])[CH2:16][CH2:17][N:12]3[N:11]=2)[C:7](=[O:8])[N:2]([CH3:1])[CH:3]=1. The yield is 0.350. (7) The reactants are Br[C:2]1[N:6]2[CH:7]=[CH:8][C:9]([C:12]([OH:15])([CH3:14])[CH3:13])=[C:10]([F:11])[C:5]2=[N:4][CH:3]=1.[F:16][C:17]1[CH:22]=[CH:21][C:20]([C:23]2[C:24]([C:29]#[N:30])=[CH:25][CH:26]=[CH:27][CH:28]=2)=[CH:19][C:18]=1B1OC(C)(C)C(C)(C)O1. No catalyst specified. The product is [F:16][C:17]1[CH:18]=[CH:19][C:20]([C:23]2[C:24]([C:29]#[N:30])=[CH:25][CH:26]=[CH:27][CH:28]=2)=[CH:21][C:22]=1[C:2]1[N:6]2[CH:7]=[CH:8][C:9]([C:12]([OH:15])([CH3:14])[CH3:13])=[C:10]([F:11])[C:5]2=[N:4][CH:3]=1. The yield is 0.560. (8) The reactants are [CH:1]1([C:6]([O:8][CH2:9][C:10]2[CH:15]=[CH:14][CH:13]=[CH:12][CH:11]=2)=[O:7])CC=C[CH2:2]1.C[N+]1([O-])CC[O:20]CC1.[CH3:24][C:25]([CH3:27])=[O:26].O. The catalyst is OS([O-])=O.[Na+].O=[Os](=O)(=O)=O. The product is [OH:26][C@H:25]1[C@@H:27]([OH:20])[CH2:2][CH:1]([C:6]([O:8][CH2:9][C:10]2[CH:15]=[CH:14][CH:13]=[CH:12][CH:11]=2)=[O:7])[CH2:24]1. The yield is 0.740.